From a dataset of Reaction yield outcomes from USPTO patents with 853,638 reactions. Predict the reaction yield, written as a fraction of the theoretical maximum amount of product (1.0 means a 100% yield; for example, 0.34 means a 34% yield). (1) The reactants are [NH2:1][C:2]1[CH2:7][CH2:6][CH2:5][C:4](=[O:8])[CH:3]=1.C(O[CH:12]=[C:13]([C:19]([O:21][CH2:22][CH3:23])=[O:20])[C:14]([O:16][CH2:17][CH3:18])=[O:15])C. No catalyst specified. The product is [CH2:17]([O:16][C:14](=[O:15])[C:13](=[CH:12][NH:1][C:2]1[CH2:7][CH2:6][CH2:5][C:4](=[O:8])[CH:3]=1)[C:19]([O:21][CH2:22][CH3:23])=[O:20])[CH3:18]. The yield is 0.900. (2) The yield is 0.480. The reactants are [NH2:1][C:2]1[CH:10]=[C:9]([O:11][CH3:12])[CH:8]=[C:7]([O:13][CH3:14])[C:3]=1[C:4]([NH2:6])=[O:5].[N:15]1[CH:20]=[CH:19][CH:18]=[C:17]([CH:21]=O)[CH:16]=1.COC1C=C(OC)C=C2C=1C(=O)NC(C1C=CC=CN=1)=N2. The product is [CH3:14][O:13][C:7]1[CH:8]=[C:9]([O:11][CH3:12])[CH:10]=[C:2]2[C:3]=1[C:4](=[O:5])[NH:6][C:21]([C:17]1[CH:16]=[N:15][CH:20]=[CH:19][CH:18]=1)=[N:1]2. No catalyst specified. (3) The reactants are [CH2:1]([C:4]1[NH:5][C:6]2[C:11]([CH:12]=1)=[C:10]([C:13]([F:16])([F:15])[F:14])[C:9]([C:17]#[N:18])=[CH:8][CH:7]=2)[CH2:2][CH3:3].C([O-])([O-])=O.[Cs+].[Cs+].Br[CH2:26][C:27]1[S:28][C:29]([CH:32]2[CH2:34][CH2:33]2)=[N:30][N:31]=1. The catalyst is C(#N)C. The product is [CH:32]1([C:29]2[S:28][C:27]([CH2:26][N:5]3[C:6]4[C:11](=[C:10]([C:13]([F:15])([F:16])[F:14])[C:9]([C:17]#[N:18])=[CH:8][CH:7]=4)[CH:12]=[C:4]3[CH2:1][CH2:2][CH3:3])=[N:31][N:30]=2)[CH2:34][CH2:33]1. The yield is 0.610. (4) The reactants are [Cl:1][C:2]1[CH:7]=[C:6]([N+:8]([O-:10])=[O:9])[CH:5]=[CH:4][C:3]=1[OH:11].Cl[CH2:13][C:14]#[N:15]. No catalyst specified. The product is [Cl:1][C:2]1[CH:7]=[C:6]([N+:8]([O-:10])=[O:9])[CH:5]=[CH:4][C:3]=1[O:11][CH2:13][C:14]#[N:15]. The yield is 0.390. (5) The reactants are [O:1]=[C:2]1[CH2:10][C:9]2[C:4](=[CH:5][CH:6]=[CH:7][C:8]=2[C:11]2[CH:12]=[C:13]([CH:17]=[CH:18][CH:19]=2)[C:14](O)=[O:15])[NH:3]1.C1C=CC2N(O)N=[N:26][C:24]=2C=1.C(Cl)CCl.CN. The catalyst is CN(C=O)C. The product is [CH3:24][NH:26][C:14](=[O:15])[C:13]1[CH:17]=[CH:18][CH:19]=[C:11]([C:8]2[CH:7]=[CH:6][CH:5]=[C:4]3[C:9]=2[CH2:10][C:2](=[O:1])[NH:3]3)[CH:12]=1. The yield is 0.860. (6) The reactants are [CH3:1][N:2]([CH2:4][C:5]1[CH:10]=[CH:9][C:8]([NH:11][C:12](=[O:40])[CH2:13][C:14]2[CH:19]=[CH:18][C:17]([C:20]3[CH:21]=[N:22][C:23]([O:29]CC4C=CC(OC)=CC=4)=[C:24]([O:26][CH2:27][CH3:28])[CH:25]=3)=[CH:16][C:15]=2[F:39])=[CH:7][C:6]=1[C:41]([F:44])([F:43])[F:42])[CH3:3].[ClH:45]. The catalyst is C(Cl)Cl. The product is [ClH:45].[CH3:1][N:2]([CH2:4][C:5]1[CH:10]=[CH:9][C:8]([NH:11][C:12](=[O:40])[CH2:13][C:14]2[CH:19]=[CH:18][C:17]([C:20]3[CH:25]=[C:24]([O:26][CH2:27][CH3:28])[C:23](=[O:29])[NH:22][CH:21]=3)=[CH:16][C:15]=2[F:39])=[CH:7][C:6]=1[C:41]([F:43])([F:42])[F:44])[CH3:3]. The yield is 0.381. (7) The yield is 1.00. No catalyst specified. The product is [N:12]1([C:18]2[CH:24]=[CH:23][CH:22]=[CH:21][C:19]=2[NH:20][C:9]([C:7]2[O:8][C:4]([N+:1]([O-:3])=[O:2])=[CH:5][CH:6]=2)=[O:10])[CH2:17][CH2:16][CH2:15][CH2:14][CH2:13]1. The reactants are [N+:1]([C:4]1[O:8][C:7]([C:9](Cl)=[O:10])=[CH:6][CH:5]=1)([O-:3])=[O:2].[N:12]1([C:18]2[CH:24]=[CH:23][CH:22]=[CH:21][C:19]=2[NH2:20])[CH2:17][CH2:16][CH2:15][CH2:14][CH2:13]1. (8) The catalyst is ClCCl. The product is [CH2:15]([N:12]1[CH2:13][CH2:14][CH:9]([NH:7][CH3:6])[CH2:10][CH2:11]1)[CH3:16]. The yield is 0.940. The reactants are C(O[C:6](=O)[N:7]([CH:9]1[CH2:14][CH2:13][N:12]([CH2:15][CH3:16])[CH2:11][CH2:10]1)C)(C)(C)C.C(O)(C(F)(F)F)=O. (9) The reactants are [F:1][C:2]([F:7])([F:6])[C:3]([OH:5])=[O:4].FC(F)(F)C(O)=O.[Cl:15][C:16]1[CH:17]=[N:18][C:19]2[NH:20][C:21]3[CH:22]=[CH:23][CH:24]=[C:25]([CH:47]=3)[CH2:26][CH2:27][C:28]3[CH:36]=[C:32]([NH:33][C:34]=1[N:35]=2)[CH:31]=[CH:30][C:29]=3[NH:37][C:38](=[O:46])[CH2:39][CH:40]1[CH2:45][CH2:44][NH:43][CH2:42][CH2:41]1.[CH3:48][N:49]([CH3:54])[S:50](Cl)(=[O:52])=[O:51]. No catalyst specified. The product is [F:1][C:2]([F:7])([F:6])[C:3]([OH:5])=[O:4].[Cl:15][C:16]1[CH:17]=[N:18][C:19]2[NH:20][C:21]3[CH:22]=[CH:23][CH:24]=[C:25]([CH:47]=3)[CH2:26][CH2:27][C:28]3[CH:36]=[C:32]([NH:33][C:34]=1[N:35]=2)[CH:31]=[CH:30][C:29]=3[NH:37][C:38](=[O:46])[CH2:39][CH:40]1[CH2:45][CH2:44][N:43]([S:50]([N:49]([CH3:54])[CH3:48])(=[O:52])=[O:51])[CH2:42][CH2:41]1. The yield is 0.380.